This data is from Catalyst prediction with 721,799 reactions and 888 catalyst types from USPTO. The task is: Predict which catalyst facilitates the given reaction. (1) Reactant: [NH2:1][C:2]1[N:3]=[C:4](S(C)(=O)=O)[C:5]2[N:10]=[C:9]([CH:11]3[CH2:13][CH2:12]3)[S:8][C:6]=2[N:7]=1.[C:18]([O-])([O-])=[O:19].[K+].[K+]. Product: [NH2:1][C:2]1[N:3]=[C:4]([O:19][CH3:18])[C:5]2[N:10]=[C:9]([CH:11]3[CH2:13][CH2:12]3)[S:8][C:6]=2[N:7]=1. The catalyst class is: 169. (2) Reactant: Cl[C:2]1[CH:8]2[CH2:9][CH:5]([CH2:6][CH2:7]2)[C:4](=[O:10])[C:3]=1[C:11]([C:13]1[C:14]([CH3:23])=[N:15][C:16]([C:19]([F:22])([F:21])[F:20])=[CH:17][CH:18]=1)=[O:12].CN(C1C=CC=CN=1)C.C(N(CC)CC)C.[Cl:40][C:41]1[CH:46]=[CH:45][C:44]([SH:47])=[CH:43][CH:42]=1. Product: [Cl:40][C:41]1[CH:46]=[CH:45][C:44]([S:47][C:2]2[CH:8]3[CH2:9][CH:5]([CH2:6][CH2:7]3)[C:4](=[O:10])[C:3]=2[C:11]([C:13]2[C:14]([CH3:23])=[N:15][C:16]([C:19]([F:21])([F:22])[F:20])=[CH:17][CH:18]=2)=[O:12])=[CH:43][CH:42]=1. The catalyst class is: 2. (3) Reactant: [C:1]1([S:7](Cl)(=[O:9])=[O:8])[CH:6]=[CH:5][CH:4]=[CH:3][CH:2]=1.[NH2:11][CH2:12][CH:13]1[O:19][CH2:18][CH2:17][N:16]([C:20]([O:22][C:23]([CH3:26])([CH3:25])[CH3:24])=[O:21])[CH2:15][CH:14]1[C:27]1[CH:32]=[CH:31][C:30]([Cl:33])=[C:29]([Cl:34])[CH:28]=1.C(N(CC)CC)C.O. Product: [Cl:34][C:29]1[CH:28]=[C:27]([CH:14]2[CH:13]([CH2:12][NH:11][S:7]([C:1]3[CH:6]=[CH:5][CH:4]=[CH:3][CH:2]=3)(=[O:9])=[O:8])[O:19][CH2:18][CH2:17][N:16]([C:20]([O:22][C:23]([CH3:26])([CH3:25])[CH3:24])=[O:21])[CH2:15]2)[CH:32]=[CH:31][C:30]=1[Cl:33]. The catalyst class is: 1. (4) The catalyst class is: 194. Reactant: [CH2:1]([N:3]1[C:15]2[CH:14]=[CH:13][C:12]([C:16]3[N:20]([CH2:21][CH2:22][O:23]C)[C:19]4[CH:25]=[CH:26][C:27]([C:29]([OH:31])=[O:30])=[CH:28][C:18]=4[N:17]=3)=[CH:11][C:10]=2[C:9]2[C:4]1=[CH:5][CH:6]=[CH:7][CH:8]=2)[CH3:2].ClCCl.B(Br)(Br)Br.CO. Product: [CH2:1]([N:3]1[C:15]2[CH:14]=[CH:13][C:12]([C:16]3[N:20]([CH2:21][CH2:22][OH:23])[C:19]4[CH:25]=[CH:26][C:27]([C:29]([OH:31])=[O:30])=[CH:28][C:18]=4[N:17]=3)=[CH:11][C:10]=2[C:9]2[C:4]1=[CH:5][CH:6]=[CH:7][CH:8]=2)[CH3:2].